Dataset: Forward reaction prediction with 1.9M reactions from USPTO patents (1976-2016). Task: Predict the product of the given reaction. (1) Given the reactants [OH:1][C@H:2]1[CH2:7][CH2:6][C@H:5]([N:8]2[C:13](=[O:14])[C:12]([CH2:15][C:16]3[CH:21]=[CH:20][C:19]([C:22]4[C:23]([C:28]#[N:29])=[CH:24][CH:25]=[CH:26][CH:27]=4)=[CH:18][CH:17]=3)=[C:11]([CH2:30][CH2:31][CH3:32])[N:10]3[N:33]=[C:34]([CH3:36])[N:35]=[C:9]23)[CH2:4][CH2:3]1.[N+](=[CH:39][C:40]([O:42][CH2:43][CH3:44])=[O:41])=[N-].O, predict the reaction product. The product is: [C:28]([C:23]1[CH:24]=[CH:25][CH:26]=[CH:27][C:22]=1[C:19]1[CH:20]=[CH:21][C:16]([CH2:15][C:12]2[C:13](=[O:14])[N:8]([C@H:5]3[CH2:6][CH2:7][C@H:2]([O:1][CH2:39][C:40]([O:42][CH2:43][CH3:44])=[O:41])[CH2:3][CH2:4]3)[C:9]3[N:10]([N:33]=[C:34]([CH3:36])[N:35]=3)[C:11]=2[CH2:30][CH2:31][CH3:32])=[CH:17][CH:18]=1)#[N:29]. (2) Given the reactants Cl[C:2]1[C:11]([F:12])=[C:10]2[C:5]([CH:6]=[CH:7][C:8]([C:13]3[CH:18]=[CH:17][CH:16]=[CH:15][CH:14]=3)=[N:9]2)=[CH:4][CH:3]=1.[CH3:19][C:20]1([CH3:36])[C:24]([CH3:26])([CH3:25])[O:23][B:22]([B:22]2[O:23][C:24]([CH3:26])([CH3:25])[C:20]([CH3:36])([CH3:19])[O:21]2)[O:21]1.C(C1C=CC=C(C(C)C)C=1N1C=CN(C2C(C(C)C)=CC=CC=2C(C)C)C1=[ClH])(C)C.C([O-])(=O)C.[K+], predict the reaction product. The product is: [F:12][C:11]1[C:2]([B:22]2[O:23][C:24]([CH3:26])([CH3:25])[C:20]([CH3:36])([CH3:19])[O:21]2)=[CH:3][CH:4]=[C:5]2[C:10]=1[N:9]=[C:8]([C:13]1[CH:18]=[CH:17][CH:16]=[CH:15][CH:14]=1)[CH:7]=[CH:6]2.